From a dataset of Catalyst prediction with 721,799 reactions and 888 catalyst types from USPTO. Predict which catalyst facilitates the given reaction. (1) Reactant: [CH:1]([C:3]1[C:4]([O:14][CH2:15][C:16]2[CH:39]=[CH:38][C:19]([O:20][CH2:21][C:22]3[N:23]=[C:24]([C:28]4[S:32][C:31]([C:33]([O:35][CH2:36][CH3:37])=[O:34])=[CH:30][CH:29]=4)[O:25][C:26]=3[CH3:27])=[C:18]([O:40][CH3:41])[CH:17]=2)=[N:5][N:6]([C:8]2[CH:13]=[CH:12][CH:11]=[CH:10][CH:9]=2)[CH:7]=1)=O.[Cl-].[CH2:43]([C:45]1[S:46][CH:47]=[C:48]([CH2:50][P+](C2C=CC=CC=2)(C2C=CC=CC=2)C2C=CC=CC=2)[N:49]=1)[CH3:44].C(=O)([O-])[O-].[K+].[K+].CN(C)C=O. Product: [CH2:43]([C:45]1[S:46][CH:47]=[C:48](/[CH:50]=[CH:1]\[C:3]2[C:4]([O:14][CH2:15][C:16]3[CH:39]=[CH:38][C:19]([O:20][CH2:21][C:22]4[N:23]=[C:24]([C:28]5[S:32][C:31]([C:33]([O:35][CH2:36][CH3:37])=[O:34])=[CH:30][CH:29]=5)[O:25][C:26]=4[CH3:27])=[C:18]([O:40][CH3:41])[CH:17]=3)=[N:5][N:6]([C:8]3[CH:13]=[CH:12][CH:11]=[CH:10][CH:9]=3)[CH:7]=2)[N:49]=1)[CH3:44]. The catalyst class is: 6. (2) Reactant: [CH2:1]([N:8]1[CH2:12][C@H:11]([CH3:13])[C@@H:10](O)[CH2:9]1)[C:2]1[CH:7]=[CH:6][CH:5]=[CH:4][CH:3]=1.[CH2:15]([N:17](CC)CC)C.CS(Cl)(=O)=O.O. Product: [CH2:1]([N:8]1[CH2:12][C@@H:11]([CH3:13])[C@@H:10]([C:15]#[N:17])[CH2:9]1)[C:2]1[CH:7]=[CH:6][CH:5]=[CH:4][CH:3]=1. The catalyst class is: 4. (3) Reactant: [Si:1]([O:8][CH2:9][C@@H:10]1[C@H:14]2[O:15][C:16]([CH3:19])([CH3:18])[O:17][C@H:13]2[C@H:12]([C:20]2[N:28]3[C:23]([C:24]([NH:29]C(=O)C(C)(C)C)=[N:25][CH:26]=[N:27]3)=[CH:22][CH:21]=2)[NH:11]1)([C:4]([CH3:7])([CH3:6])[CH3:5])([CH3:3])[CH3:2].C([O-])C.[Na+].Cl. Product: [Si:1]([O:8][CH2:9][C@@H:10]1[C@H:14]2[O:15][C:16]([CH3:18])([CH3:19])[O:17][C@H:13]2[C@H:12]([C:20]2[N:28]3[C:23]([C:24]([NH2:29])=[N:25][CH:26]=[N:27]3)=[CH:22][CH:21]=2)[NH:11]1)([C:4]([CH3:7])([CH3:6])[CH3:5])([CH3:3])[CH3:2]. The catalyst class is: 5. (4) Reactant: C1C=C(N2CCN([CH2:15][CH2:16][CH2:17][CH2:18][O:19][C:20]3[CH:21]=[CH:22][C:23]4[CH2:30][CH2:29][C:27](=[O:28])[NH:26][C:24]=4[CH:25]=3)CC2)C(Cl)=C(Cl)C=1.OC1C=C2C(CCC(=O)N2)=CC=1.[Br:43]CCCCBr.C(=O)([O-])[O-].[K+].[K+]. Product: [Br:43][CH2:15][CH2:16][CH2:17][CH2:18][O:19][C:20]1[CH:25]=[C:24]2[C:23]([CH2:30][CH2:29][C:27](=[O:28])[NH:26]2)=[CH:22][CH:21]=1. The catalyst class is: 6. (5) Reactant: [Br:1][C:2]1[CH:3]=[C:4]([N:8]2[C:13](=O)[CH:12]3[CH:10]([CH2:11]3)[C:9]2=O)[CH:5]=[CH:6][CH:7]=1.CO.O. Product: [Br:1][C:2]1[CH:3]=[C:4]([N:8]2[CH2:9][CH:10]3[CH:12]([CH2:11]3)[CH2:13]2)[CH:5]=[CH:6][CH:7]=1. The catalyst class is: 1. (6) Reactant: [Cl:1][C:2]1[CH:3]=[C:4]([CH:10]=[C:11]([CH3:15])[C:12]=1[CH:13]=O)[C:5]([O:7][CH2:8][CH3:9])=[O:6].[CH3:16][N:17]([C@H:25]1[CH2:30][CH2:29][CH2:28][NH:27][CH2:26]1)[C:18](=[O:24])[O:19][C:20]([CH3:23])([CH3:22])[CH3:21]. Product: [Cl:1][C:2]1[CH:3]=[C:4]([CH:10]=[C:11]([CH3:15])[C:12]=1[CH2:13][N:27]1[CH2:28][CH2:29][CH2:30][C@H:25]([N:17]([CH3:16])[C:18]([O:19][C:20]([CH3:22])([CH3:21])[CH3:23])=[O:24])[CH2:26]1)[C:5]([O:7][CH2:8][CH3:9])=[O:6]. The catalyst class is: 22. (7) Product: [CH3:1][N:2]1[CH2:26][CH2:25][C:5]2=[C:6]([C:13]([C:15]3[CH:24]=[CH:23][C:18]([C:19]([OH:21])=[O:20])=[CH:17][CH:16]=3)=[O:14])[C:7]3[C:12]([N:4]2[CH2:3]1)=[CH:11][CH:10]=[CH:9][CH:8]=3. The catalyst class is: 200. Reactant: [CH3:1][N:2]1[CH2:26][CH2:25][C:5]2=[C:6]([C:13]([C:15]3[CH:24]=[CH:23][C:18]([C:19]([O:21]C)=[O:20])=[CH:17][CH:16]=3)=[O:14])[C:7]3[C:12]([N:4]2[CH2:3]1)=[CH:11][CH:10]=[CH:9][CH:8]=3.[OH-].[Na+].P([O-])([O-])([O-])=O.[K+].[K+].[K+]. (8) Reactant: FC(F)(F)C([N:5]1[CH2:14][CH2:13][C:12]2[C:7](=[CH:8][C:9]([N+:15]([O-:17])=[O:16])=[CH:10][CH:11]=2)[CH2:6]1)=O.C(=O)([O-])[O-].[K+].[K+]. Product: [N+:15]([C:9]1[CH:8]=[C:7]2[C:12]([CH2:13][CH2:14][NH:5][CH2:6]2)=[CH:11][CH:10]=1)([O-:17])=[O:16]. The catalyst class is: 24. (9) Reactant: [CH3:1][O:2][C:3](=[O:21])[C@H:4]([CH2:13][C:14]1[CH:19]=[CH:18][C:17]([OH:20])=[CH:16][CH:15]=1)[NH:5][C:6]([O:8][C:9]([CH3:12])([CH3:11])[CH3:10])=[O:7].[H-].[Na+].I[CH2:25][CH2:26][CH3:27]. Product: [CH3:1][O:2][C:3](=[O:21])[C@@H:4]([NH:5][C:6]([O:8][C:9]([CH3:12])([CH3:10])[CH3:11])=[O:7])[CH2:13][C:14]1[CH:19]=[CH:18][C:17]([O:20][CH2:25][CH2:26][CH3:27])=[CH:16][CH:15]=1. The catalyst class is: 1. (10) Reactant: [Cl:1][C:2]1[CH:3]=[C:4]([C:22]2([C:26]([O:28]CC)=[O:27])[CH2:25][CH2:24][CH2:23]2)[CH:5]=[C:6]([C:14]2[CH:19]=[CH:18][C:17]([CH2:20][CH3:21])=[CH:16][CH:15]=2)[C:7]=1[O:8][CH2:9][C:10]([F:13])([F:12])[F:11].O.[OH-].[Li+]. Product: [Cl:1][C:2]1[CH:3]=[C:4]([C:22]2([C:26]([OH:28])=[O:27])[CH2:25][CH2:24][CH2:23]2)[CH:5]=[C:6]([C:14]2[CH:19]=[CH:18][C:17]([CH2:20][CH3:21])=[CH:16][CH:15]=2)[C:7]=1[O:8][CH2:9][C:10]([F:13])([F:12])[F:11]. The catalyst class is: 200.